Dataset: Full USPTO retrosynthesis dataset with 1.9M reactions from patents (1976-2016). Task: Predict the reactants needed to synthesize the given product. Given the product [CH3:20][O:21][C:22](=[O:45])[CH:23]([NH:44][C:7](=[O:9])[C:6]1[CH:10]=[C:2]([Cl:1])[CH:3]=[CH:4][C:5]=1[N:11]1[CH2:16][CH:15]([CH3:17])[CH2:14][CH:13]([CH3:18])[CH2:12]1)[CH2:24][C:25]1[CH:26]=[CH:27][C:28]([C:31]2[CH:36]=[CH:35][CH:34]=[CH:33][C:32]=2[O:37][C:38]2[CH:43]=[CH:42][CH:41]=[CH:40][CH:39]=2)=[CH:29][CH:30]=1, predict the reactants needed to synthesize it. The reactants are: [Cl:1][C:2]1[CH:3]=[CH:4][C:5]([N:11]2[CH2:16][CH:15]([CH3:17])[CH2:14][CH:13]([CH3:18])[CH2:12]2)=[C:6]([CH:10]=1)[C:7]([OH:9])=O.Cl.[CH3:20][O:21][C:22](=[O:45])[C@@H:23]([NH2:44])[CH2:24][C:25]1[CH:30]=[CH:29][C:28]([C:31]2[CH:36]=[CH:35][CH:34]=[CH:33][C:32]=2[O:37][C:38]2[CH:43]=[CH:42][CH:41]=[CH:40][CH:39]=2)=[CH:27][CH:26]=1.CN(C(ON1N=NC2C=CC=CC1=2)=[N+](C)C)C.F[P-](F)(F)(F)(F)F.CCN(C(C)C)C(C)C.